This data is from Catalyst prediction with 721,799 reactions and 888 catalyst types from USPTO. The task is: Predict which catalyst facilitates the given reaction. (1) Reactant: Br[C:2]1[N:6]2[N:7]=[C:8]([Cl:11])[CH:9]=[CH:10][C:5]2=[N:4][CH:3]=1.C([Mg]Br)C.[F:16][C:17]1[C:26]([CH:27]=[O:28])=[C:25]([F:29])[CH:24]=[C:23]2[C:18]=1[CH:19]=[CH:20][CH:21]=[N:22]2. Product: [Cl:11][C:8]1[CH:9]=[CH:10][C:5]2[N:6]([C:2]([CH:27]([C:26]3[C:17]([F:16])=[C:18]4[C:23](=[CH:24][C:25]=3[F:29])[N:22]=[CH:21][CH:20]=[CH:19]4)[OH:28])=[CH:3][N:4]=2)[N:7]=1. The catalyst class is: 1. (2) Reactant: [O:1]1[CH2:6][C:5](=O)[NH:4][C:3]2[N:8]=[CH:9][CH:10]=[CH:11][C:2]1=2.[H-].[H-].[H-].[H-].[Li+].[Al+3]. Product: [O:1]1[CH2:6][CH2:5][NH:4][C:3]2[N:8]=[CH:9][CH:10]=[CH:11][C:2]1=2. The catalyst class is: 1.